The task is: Predict the reaction yield, written as a fraction of the theoretical maximum amount of product (1.0 means a 100% yield; for example, 0.34 means a 34% yield).. This data is from Reaction yield outcomes from USPTO patents with 853,638 reactions. (1) The reactants are [F:1][C:2]1[CH:10]=[CH:9][C:8]([CH2:11][C:12]2[C:21]3[C:16](=[CH:17][CH:18]=[CH:19][CH:20]=3)[C:15](=[O:22])[NH:14][N:13]=2)=[CH:7][C:3]=1[C:4](O)=[O:5].ON1C2C=CC=CC=2N=N1.[CH3:33][NH:34][C:35]([C:37]1[N:38]=[C:39]([C:46]([F:49])([F:48])[F:47])[N:40]2[CH2:45][CH2:44][NH:43][CH2:42][C:41]=12)=[O:36].Cl.C(N=C=NCCCN(C)C)C.C(N(CC)C(C)C)(C)C. The catalyst is CN(C)C=O. The product is [F:1][C:2]1[CH:10]=[CH:9][C:8]([CH2:11][C:12]2[C:21]3[C:16](=[CH:17][CH:18]=[CH:19][CH:20]=3)[C:15](=[O:22])[NH:14][N:13]=2)=[CH:7][C:3]=1[C:4]([N:43]1[CH2:44][CH2:45][N:40]2[C:39]([C:46]([F:49])([F:47])[F:48])=[N:38][C:37]([C:35]([NH:34][CH3:33])=[O:36])=[C:41]2[CH2:42]1)=[O:5]. The yield is 0.610. (2) The reactants are [CH2:1]1[CH2:5][O:4][CH2:3][CH2:2]1.[C:6]([C:10]1[CH:15]=[CH:14][C:13]([NH:16][C:17]2[C:26]3[C:21](=[CH:22][CH:23]=[CH:24][CH:25]=3)[C:20]([C:27]3[CH:32]=[CH:31][N:30]=[C:29](Cl)[N:28]=3)=[CH:19][N:18]=2)=[CH:12][CH:11]=1)([CH3:9])([CH3:8])[CH3:7].[CH2:34](Cl)Cl. No catalyst specified. The product is [C:6]([C:10]1[CH:15]=[CH:14][C:13]([NH:16][C:17]2[C:26]3[C:21](=[CH:22][CH:23]=[CH:24][CH:25]=3)[C:20]([C:27]3[CH:32]=[CH:31][N:30]=[C:29]([CH:34]4[CH2:2][CH2:3][O:4][CH2:5][CH2:1]4)[N:28]=3)=[CH:19][N:18]=2)=[CH:12][CH:11]=1)([CH3:9])([CH3:8])[CH3:7]. The yield is 0.260. (3) The reactants are [C:1]([C:4]1[C:22](=[O:23])[C@@:8]2([CH3:24])[C:9]3[C:15]([OH:16])=[CH:14][C:13]([O:17][CH3:18])=[C:12]([C:19]([NH2:21])=[O:20])[C:10]=3[O:11][C:7]2=[CH:6][C:5]=1[OH:25])(=[O:3])[CH3:2].[F:26][C:27]1[CH:47]=[CH:46][C:30]([CH2:31][O:32][C:33]2[C:42]3[C:37](=[CH:38][CH:39]=[CH:40][CH:41]=3)[C:36]([CH:43]=O)=[C:35]([CH3:45])[CH:34]=2)=[CH:29][CH:28]=1.C([SiH](CC)CC)C.FC(F)(F)C(O)=O. The catalyst is C(#N)C. The product is [C:1]([C:4]1[C:22](=[O:23])[C@@:8]2([CH3:24])[C:9]3[C:15]([OH:16])=[CH:14][C:13]([O:17][CH3:18])=[C:12]([C:19]([NH:21][CH2:43][C:36]4[C:37]5[C:42](=[CH:41][CH:40]=[CH:39][CH:38]=5)[C:33]([O:32][CH2:31][C:30]5[CH:29]=[CH:28][C:27]([F:26])=[CH:47][CH:46]=5)=[CH:34][C:35]=4[CH3:45])=[O:20])[C:10]=3[O:11][C:7]2=[CH:6][C:5]=1[OH:25])(=[O:3])[CH3:2]. The yield is 0.565.